From a dataset of Forward reaction prediction with 1.9M reactions from USPTO patents (1976-2016). Predict the product of the given reaction. (1) Given the reactants [CH3:1][N:2]([CH3:41])[CH2:3][CH2:4][CH2:5][CH2:6][NH:7][C:8]1[N:40]=[C:11]2[C:12]([C:30]3[CH:35]=[CH:34][CH:33]=[C:32]([C:36]([F:39])([F:38])[F:37])[CH:31]=3)=[C:13]([CH3:29])[C:14]([C:16]3[N:20]([C:21]4[CH:28]=[CH:27][C:24]([C:25]#[N:26])=[CH:23][CH:22]=4)[N:19]=[CH:18][CH:17]=3)=[CH:15][N:10]2[N:9]=1.[CH3:42][O:43]S(C1C=CC=CC=1)(=O)=O.[CH3:53]C(C)=[O:55], predict the reaction product. The product is: [CH:42]([O-:43])=[O:55].[C:25]([C:24]1[CH:23]=[CH:22][C:21]([N:20]2[C:16]([C:14]3[C:13]([CH3:29])=[C:12]([C:30]4[CH:35]=[CH:34][CH:33]=[C:32]([C:36]([F:37])([F:39])[F:38])[CH:31]=4)[C:11]4[N:10]([N:9]=[C:8]([NH:7][CH2:6][CH2:5][CH2:4][CH2:3][N+:2]([CH3:53])([CH3:1])[CH3:41])[N:40]=4)[CH:15]=3)=[CH:17][CH:18]=[N:19]2)=[CH:28][CH:27]=1)#[N:26]. (2) Given the reactants [CH3:1][O:2][CH2:3][CH2:4][CH2:5][C:6]1[CH:11]=[CH:10][C:9]([N:12]2[CH2:25][CH2:24][C:14]3([CH2:23][CH2:22][C:17]4(OCC[O:18]4)[CH2:16][CH2:15]3)[C:13]2=[O:26])=[CH:8][CH:7]=1.Cl, predict the reaction product. The product is: [CH3:1][O:2][CH2:3][CH2:4][CH2:5][C:6]1[CH:7]=[CH:8][C:9]([N:12]2[CH2:25][CH2:24][C:14]3([CH2:15][CH2:16][C:17](=[O:18])[CH2:22][CH2:23]3)[C:13]2=[O:26])=[CH:10][CH:11]=1. (3) The product is: [ClH:20].[OH:17][C:14]1[CH:15]=[CH:16][C:11]([CH2:10][C@@H:9]2[CH2:18][S:7][C:6]([NH2:5])=[N:8]2)=[CH:12][CH:13]=1. Given the reactants C([NH:5][C:6]([NH:8][C@@H:9]([CH2:18]O)[CH2:10][C:11]1[CH:16]=[CH:15][C:14]([OH:17])=[CH:13][CH:12]=1)=[S:7])(C)(C)C.[ClH:20], predict the reaction product. (4) Given the reactants [CH:1]1([CH2:7][C@H:8]([NH:26][C:27]([C:29]2[CH:30]=NC3N(N=C(C)C=3)[C:34]=2[CH3:35])=[O:28])[C:9](=[O:25])[NH:10][CH2:11][CH2:12][NH:13][C:14]2[CH:19]=[CH:18][C:17]([O:20][C:21]([F:24])([F:23])[F:22])=[CH:16][CH:15]=2)[CH2:6][CH2:5][CH2:4][CH2:3][CH2:2]1.[CH:40]1[CH:41]=[CH:42][C:43]2N(O)N=N[C:44]=2[CH:45]=1.C[CH:51]([CH3:58])N=C=NC(C)C.CN([CH:62]=[O:63])C, predict the reaction product. The product is: [CH:1]1([CH2:7][C@H:8]([NH:26][C:27]([C:29]2[CH:30]=[C:51]([C:43]3[CH:44]=[CH:45][CH:40]=[C:41]([O:63][CH3:62])[CH:42]=3)[CH:58]=[CH:35][CH:34]=2)=[O:28])[C:9](=[O:25])[NH:10][CH2:11][CH2:12][NH:13][C:14]2[CH:19]=[CH:18][C:17]([O:20][C:21]([F:24])([F:23])[F:22])=[CH:16][CH:15]=2)[CH2:6][CH2:5][CH2:4][CH2:3][CH2:2]1. (5) Given the reactants [F:1][C:2]1[C:10]([O:11][Si](C(C)C)(C(C)C)C(C)C)=[CH:9][CH:8]=[C:7]([F:22])[C:3]=1C(O)=O.C(Cl)(C(Cl)=O)=O.[N-:29]=[N+]=[N-].[Na+].OS(O)(=O)=O, predict the reaction product. The product is: [NH2:29][C:3]1[C:2]([F:1])=[C:10]([OH:11])[CH:9]=[CH:8][C:7]=1[F:22]. (6) Given the reactants [CH2:1]([O:8][C:9]1[CH:18]=[C:17]2[C:12]([C:13]([O:19][C:20]3[CH:26]=[CH:25][C:23]([NH2:24])=[C:22]([CH3:27])[C:21]=3[CH3:28])=[CH:14][CH:15]=[N:16]2)=[CH:11][C:10]=1[O:29][CH3:30])[C:2]1[CH:7]=[CH:6][CH:5]=[CH:4][CH:3]=1.[F:31][C:32]1[CH:37]=[C:36]([F:38])[CH:35]=[CH:34][C:33]=1[N:39]=[C:40]=[O:41].CO, predict the reaction product. The product is: [CH2:1]([O:8][C:9]1[CH:18]=[C:17]2[C:12]([C:13]([O:19][C:20]3[CH:26]=[CH:25][C:23]([NH:24][C:40]([NH:39][C:33]4[CH:34]=[CH:35][C:36]([F:38])=[CH:37][C:32]=4[F:31])=[O:41])=[C:22]([CH3:27])[C:21]=3[CH3:28])=[CH:14][CH:15]=[N:16]2)=[CH:11][C:10]=1[O:29][CH3:30])[C:2]1[CH:7]=[CH:6][CH:5]=[CH:4][CH:3]=1. (7) Given the reactants C(OC(=O)[NH:7][C@H:8]([C:24](C1C=CC=CC=1)(C1C=CC=CC=1)[O:25][SiH2:26][C:27]([CH3:30])([CH3:29])[CH3:28])[CH2:9][CH2:10][N:11]1[CH2:14][CH:13]([C:15](=[O:23])[C:16]2[CH:21]=[CH:20][C:19]([F:22])=[CH:18][CH:17]=2)[CH2:12]1)(C)(C)C.F[C:45](F)(F)[C:46](O)=O, predict the reaction product. The product is: [NH2:7][C@H:8]([CH2:24][O:25][Si:26]([C:27]([CH3:28])([CH3:30])[CH3:29])([C:46]1[CH:45]=[CH:10][CH:9]=[CH:8][CH:24]=1)[C:16]1[CH:21]=[CH:20][CH:19]=[CH:18][CH:17]=1)[CH2:9][CH2:10][N:11]1[CH2:14][CH:13]([C:15]([C:16]2[CH:17]=[CH:18][C:19]([F:22])=[CH:20][CH:21]=2)=[O:23])[CH2:12]1. (8) Given the reactants Cl[C:2]1[N:7]=[C:6]([C:8]2[S:12][C:11]([CH:13]([CH3:15])[CH3:14])=[N:10][C:9]=2[C:16]2[CH:17]=[CH:18][C:19]([F:34])=[C:20]([NH:22][S:23]([C:26]3[CH:31]=[C:30]([F:32])[CH:29]=[CH:28][C:27]=3[F:33])(=[O:25])=[O:24])[CH:21]=2)[CH:5]=[CH:4][N:3]=1.[C:35]([N:38]1[CH2:43][CH2:42][CH:41]([NH2:44])[CH2:40][CH2:39]1)(=[O:37])[CH3:36], predict the reaction product. The product is: [C:35]([N:38]1[CH2:43][CH2:42][CH:41]([NH:44][C:2]2[N:7]=[C:6]([C:8]3[S:12][C:11]([CH:13]([CH3:14])[CH3:15])=[N:10][C:9]=3[C:16]3[CH:17]=[CH:18][C:19]([F:34])=[C:20]([NH:22][S:23]([C:26]4[CH:31]=[C:30]([F:32])[CH:29]=[CH:28][C:27]=4[F:33])(=[O:24])=[O:25])[CH:21]=3)[CH:5]=[CH:4][N:3]=2)[CH2:40][CH2:39]1)(=[O:37])[CH3:36]. (9) Given the reactants Br[C:2]1[CH:3]=[N:4][C:5]([CH3:10])=[C:6]([CH:9]=1)[C:7]#[N:8].C([O-])(=O)C.[K+].[CH3:16][C:17]1([CH3:33])[C:21]([CH3:23])([CH3:22])[O:20][B:19]([B:19]2[O:20][C:21]([CH3:23])([CH3:22])[C:17]([CH3:33])([CH3:16])[O:18]2)[O:18]1.O1CCOCC1.ClCCl, predict the reaction product. The product is: [CH3:10][C:5]1[N:4]=[CH:3][C:2]([B:19]2[O:20][C:21]([CH3:23])([CH3:22])[C:17]([CH3:33])([CH3:16])[O:18]2)=[CH:9][C:6]=1[C:7]#[N:8]. (10) Given the reactants [CH3:1][S:2]([C:5]1[CH:14]=[CH:13][C:8]([C:9]([O:11]C)=[O:10])=[C:7]([CH2:15][S:16][CH3:17])[C:6]=1[F:18])(=[O:4])=[O:3].[OH-].[Na+], predict the reaction product. The product is: [CH3:1][S:2]([C:5]1[CH:14]=[CH:13][C:8]([C:9]([OH:11])=[O:10])=[C:7]([CH2:15][S:16][CH3:17])[C:6]=1[F:18])(=[O:3])=[O:4].